Dataset: NCI-60 drug combinations with 297,098 pairs across 59 cell lines. Task: Regression. Given two drug SMILES strings and cell line genomic features, predict the synergy score measuring deviation from expected non-interaction effect. (1) Drug 1: CC12CCC3C(C1CCC2=O)CC(=C)C4=CC(=O)C=CC34C. Drug 2: CC1CCCC2(C(O2)CC(NC(=O)CC(C(C(=O)C(C1O)C)(C)C)O)C(=CC3=CSC(=N3)C)C)C. Cell line: NCI-H522. Synergy scores: CSS=18.5, Synergy_ZIP=0.742, Synergy_Bliss=1.02, Synergy_Loewe=-0.760, Synergy_HSA=1.01. (2) Cell line: EKVX. Synergy scores: CSS=49.6, Synergy_ZIP=-1.80, Synergy_Bliss=-3.09, Synergy_Loewe=-18.4, Synergy_HSA=-0.959. Drug 2: B(C(CC(C)C)NC(=O)C(CC1=CC=CC=C1)NC(=O)C2=NC=CN=C2)(O)O. Drug 1: C1C(C(OC1N2C=NC(=NC2=O)N)CO)O.